This data is from Reaction yield outcomes from USPTO patents with 853,638 reactions. The task is: Predict the reaction yield, written as a fraction of the theoretical maximum amount of product (1.0 means a 100% yield; for example, 0.34 means a 34% yield). (1) The reactants are [CH3:1][C:2]1[C:3]([C:11]2[S:12][CH:13]=[CH:14][CH:15]=2)=[N:4][O:5][C:6]=1[C:7]([F:10])([F:9])[F:8].[C:16](Cl)(=[O:23])[C:17]1[CH:22]=[CH:21][CH:20]=[CH:19][CH:18]=1. No catalyst specified. The product is [CH3:1][C:2]1[C:3]([C:11]2[S:12][C:13]([C:16]([C:17]3[CH:22]=[CH:21][CH:20]=[CH:19][CH:18]=3)=[O:23])=[CH:14][CH:15]=2)=[N:4][O:5][C:6]=1[C:7]([F:8])([F:10])[F:9]. The yield is 0.700. (2) The reactants are Br[C:2]1[C:3]2[C:4]3[CH:17]=[CH:16][S:15][C:5]=3[C:6](=[O:14])[NH:7][C:8]=2[CH:9]=[CH:10][C:11]=1[O:12][CH3:13].CC1(C)C(C)(C)OB([C:26]2[CH:31]=[CH:30][C:29]([CH:32]([NH:34][C:35](=[O:41])[O:36][C:37]([CH3:40])([CH3:39])[CH3:38])[CH3:33])=[CH:28][CH:27]=2)O1. No catalyst specified. The product is [CH3:13][O:12][C:11]1[CH:10]=[CH:9][C:8]2[NH:7][C:6](=[O:14])[C:5]3[S:15][CH:16]=[CH:17][C:4]=3[C:3]=2[C:2]=1[C:26]1[CH:27]=[CH:28][C:29]([CH:32]([NH:34][C:35](=[O:41])[O:36][C:37]([CH3:40])([CH3:39])[CH3:38])[CH3:33])=[CH:30][CH:31]=1. The yield is 0.390.